Predict the reaction yield, written as a fraction of the theoretical maximum amount of product (1.0 means a 100% yield; for example, 0.34 means a 34% yield). From a dataset of Reaction yield outcomes from USPTO patents with 853,638 reactions. The reactants are [Cl:1][C:2]1[CH:7]=[CH:6][N:5]=[C:4]([NH:8][C:9]2[CH:16]=[CH:15][C:12]([C:13]#[N:14])=[CH:11][CH:10]=2)[N:3]=1.[B-](F)(F)(F)F.[N:22]([OH:24])=[O:23]. The catalyst is C(#N)C. The product is [N+:22]([C:10]1[CH:11]=[C:12]([CH:15]=[CH:16][C:9]=1[NH:8][C:4]1[N:3]=[C:2]([Cl:1])[CH:7]=[CH:6][N:5]=1)[C:13]#[N:14])([O-:24])=[O:23]. The yield is 0.640.